Dataset: Catalyst prediction with 721,799 reactions and 888 catalyst types from USPTO. Task: Predict which catalyst facilitates the given reaction. Reactant: [N:1]1[C:2]([C:10]([OH:12])=O)=[CH:3][N:4]2[CH:9]=[CH:8][CH:7]=[CH:6][C:5]=12.[C:13]([C:17]1[N:26]=[C:25]([N:27]2[CH2:32][CH2:31][N:30]([CH2:33][CH2:34][CH2:35][CH2:36][NH2:37])[CH2:29][CH2:28]2)[C:24]2[C:19](=[CH:20][CH:21]=[CH:22][CH:23]=2)[N:18]=1)([CH3:16])([CH3:15])[CH3:14]. Product: [C:13]([C:17]1[N:26]=[C:25]([N:27]2[CH2:32][CH2:31][N:30]([CH2:33][CH2:34][CH2:35][CH2:36][NH:37][C:10]([C:2]3[N:1]=[C:5]4[CH:6]=[CH:7][CH:8]=[CH:9][N:4]4[CH:3]=3)=[O:12])[CH2:29][CH2:28]2)[C:24]2[C:19](=[CH:20][CH:21]=[CH:22][CH:23]=2)[N:18]=1)([CH3:16])([CH3:14])[CH3:15]. The catalyst class is: 147.